Dataset: Full USPTO retrosynthesis dataset with 1.9M reactions from patents (1976-2016). Task: Predict the reactants needed to synthesize the given product. Given the product [NH2:1][C:2]1[CH:3]=[C:4]([CH:10]=[CH:11][C:12]=1[CH:13]=[O:14])[O:5][CH2:6][C:7]([NH:42][CH2:46][C:28]1[CH:27]=[CH:26][C:25]([N+:24]([O-:23])=[O:53])=[CH:30][CH:29]=1)=[O:9], predict the reactants needed to synthesize it. The reactants are: [NH2:1][C:2]1[CH:3]=[C:4]([CH:10]=[CH:11][C:12]=1[CH:13]=[O:14])[O:5][CH2:6][C:7]([O-:9])=O.[Li+].CN(C([O:23][N:24]1N=N[C:26]2[CH:27]=[CH:28][CH:29]=[CH:30][C:25]1=2)=[N+](C)C)C.F[P-](F)(F)(F)(F)F.CC[N:42]([CH:46](C)C)C(C)C.CN(C=[O:53])C.